This data is from NCI-60 drug combinations with 297,098 pairs across 59 cell lines. The task is: Regression. Given two drug SMILES strings and cell line genomic features, predict the synergy score measuring deviation from expected non-interaction effect. (1) Drug 1: COC1=C(C=C2C(=C1)N=CN=C2NC3=CC(=C(C=C3)F)Cl)OCCCN4CCOCC4. Drug 2: CC(C)CN1C=NC2=C1C3=CC=CC=C3N=C2N. Cell line: NCI-H322M. Synergy scores: CSS=48.8, Synergy_ZIP=7.06, Synergy_Bliss=7.25, Synergy_Loewe=-0.0485, Synergy_HSA=5.37. (2) Drug 1: CC1CCC2CC(C(=CC=CC=CC(CC(C(=O)C(C(C(=CC(C(=O)CC(OC(=O)C3CCCCN3C(=O)C(=O)C1(O2)O)C(C)CC4CCC(C(C4)OC)O)C)C)O)OC)C)C)C)OC. Drug 2: CC1=C(C(=CC=C1)Cl)NC(=O)C2=CN=C(S2)NC3=CC(=NC(=N3)C)N4CCN(CC4)CCO. Cell line: HCC-2998. Synergy scores: CSS=12.0, Synergy_ZIP=-6.15, Synergy_Bliss=-6.64, Synergy_Loewe=-6.71, Synergy_HSA=-4.78. (3) Drug 1: CC12CCC3C(C1CCC2=O)CC(=C)C4=CC(=O)C=CC34C. Drug 2: CC(C)(C#N)C1=CC(=CC(=C1)CN2C=NC=N2)C(C)(C)C#N. Cell line: A549. Synergy scores: CSS=14.9, Synergy_ZIP=-0.277, Synergy_Bliss=-1.70, Synergy_Loewe=-0.0341, Synergy_HSA=-0.788.